Task: Predict the product of the given reaction.. Dataset: Forward reaction prediction with 1.9M reactions from USPTO patents (1976-2016) (1) Given the reactants [NH2:1][C:2]1[N:7]=[C:6]([C:8]([NH:10][CH:11]([C:13]2[CH:14]=[N:15][C:16]([O:20][CH2:21][C:22]([F:25])([F:24])[F:23])=[C:17]([CH3:19])[CH:18]=2)[CH3:12])=[O:9])[CH:5]=[CH:4][N:3]=1.[C:26](Cl)(=[O:30])[CH:27]([CH3:29])[CH3:28], predict the reaction product. The product is: [C:26]([NH:1][C:2]1[N:7]=[C:6]([C:8]([NH:10][CH:11]([C:13]2[CH:14]=[N:15][C:16]([O:20][CH2:21][C:22]([F:24])([F:25])[F:23])=[C:17]([CH3:19])[CH:18]=2)[CH3:12])=[O:9])[CH:5]=[CH:4][N:3]=1)(=[O:30])[CH:27]([CH3:29])[CH3:28]. (2) Given the reactants [O:1]=[C:2]1[CH2:7][CH2:6][CH:5]([N:8]2[C:13](=[O:14])[C:12]([CH2:15][C:16]3[CH:21]=[CH:20][C:19]([C:22]4[CH:27]=[CH:26][CH:25]=[CH:24][C:23]=4[C:28]4[NH:32][C:31](=[O:33])[O:30][N:29]=4)=[CH:18][CH:17]=3)=[C:11]([CH2:34][CH2:35][CH3:36])[N:10]3[N:37]=[CH:38][N:39]=[C:9]23)[CH2:4][CH2:3]1.[BH4-].[Na+], predict the reaction product. The product is: [OH:1][CH:2]1[CH2:7][CH2:6][CH:5]([N:8]2[C:13](=[O:14])[C:12]([CH2:15][C:16]3[CH:17]=[CH:18][C:19]([C:22]4[CH:27]=[CH:26][CH:25]=[CH:24][C:23]=4[C:28]4[NH:32][C:31](=[O:33])[O:30][N:29]=4)=[CH:20][CH:21]=3)=[C:11]([CH2:34][CH2:35][CH3:36])[N:10]3[N:37]=[CH:38][N:39]=[C:9]23)[CH2:4][CH2:3]1. (3) Given the reactants [CH3:1][C:2]1([CH3:38])[O:7][C:6]2[CH:8]=[CH:9][C:10]([C@H:12]3[O:16][C:15](=[O:17])[N:14]([CH2:18][CH2:19][CH2:20][CH2:21][CH2:22][CH2:23][O:24][CH2:25][CH2:26][O:27][CH2:28][C:29]4[CH:34]=[CH:33][CH:32]=[C:31]([N+:35]([O-])=O)[CH:30]=4)[CH2:13]3)=[CH:11][C:5]=2[CH2:4][O:3]1, predict the reaction product. The product is: [NH2:35][C:31]1[CH:30]=[C:29]([CH2:28][O:27][CH2:26][CH2:25][O:24][CH2:23][CH2:22][CH2:21][CH2:20][CH2:19][CH2:18][N:14]2[CH2:13][C@@H:12]([C:10]3[CH:9]=[CH:8][C:6]4[O:7][C:2]([CH3:1])([CH3:38])[O:3][CH2:4][C:5]=4[CH:11]=3)[O:16][C:15]2=[O:17])[CH:34]=[CH:33][CH:32]=1.